This data is from Forward reaction prediction with 1.9M reactions from USPTO patents (1976-2016). The task is: Predict the product of the given reaction. Given the reactants [CH3:1][NH:2][C:3]([C:5]1[C:13]2[C:8](=[N:9][C:10]([NH:15][S:16]([CH3:19])(=[O:18])=[O:17])=[C:11]([I:14])[CH:12]=2)[O:7][C:6]=1[C:20]1[CH:25]=[CH:24][C:23]([F:26])=[CH:22][CH:21]=1)=[O:4].[C:27](=O)([O-])[O-].[K+].[K+].IC, predict the reaction product. The product is: [CH3:1][NH:2][C:3]([C:5]1[C:13]2[C:8](=[N:9][C:10]([N:15]([S:16]([CH3:19])(=[O:18])=[O:17])[CH3:27])=[C:11]([I:14])[CH:12]=2)[O:7][C:6]=1[C:20]1[CH:25]=[CH:24][C:23]([F:26])=[CH:22][CH:21]=1)=[O:4].